This data is from Catalyst prediction with 721,799 reactions and 888 catalyst types from USPTO. The task is: Predict which catalyst facilitates the given reaction. (1) Reactant: Cl[C:2]1[N:12]=[C:11]([NH:13][C:14]2[CH:19]=[CH:18][C:17]([C:20]([N:22]3[CH2:26][CH2:25][CH2:24][CH2:23]3)=[O:21])=[CH:16][C:15]=2[O:27][CH3:28])[C:5]2[C:6](=[O:10])[NH:7][N:8]=[CH:9][C:4]=2[CH:3]=1.[Cl:29][C:30]1[CH:35]=[CH:34][CH:33]=[CH:32][C:31]=1[OH:36].CN(C)CC(O)=O.C(=O)([O-])[O-].[Cs+].[Cs+]. Product: [Cl:29][C:30]1[CH:35]=[CH:34][CH:33]=[CH:32][C:31]=1[O:36][C:2]1[N:12]=[C:11]([NH:13][C:14]2[CH:19]=[CH:18][C:17]([C:20]([N:22]3[CH2:26][CH2:25][CH2:24][CH2:23]3)=[O:21])=[CH:16][C:15]=2[O:27][CH3:28])[C:5]2=[C:6]([OH:10])[N:7]=[N:8][CH:9]=[C:4]2[CH:3]=1. The catalyst class is: 12. (2) Reactant: S(Cl)([Cl:3])=O.[F:5][C:6]1[CH:11]=[CH:10][C:9]([CH2:12][CH2:13][C:14]2[CH:19]=[CH:18][C:17]([CH2:20]O)=[CH:16][CH:15]=2)=[CH:8][CH:7]=1.C(=O)(O)[O-].[Na+]. Product: [Cl:3][CH2:20][C:17]1[CH:18]=[CH:19][C:14]([CH2:13][CH2:12][C:9]2[CH:10]=[CH:11][C:6]([F:5])=[CH:7][CH:8]=2)=[CH:15][CH:16]=1. The catalyst class is: 4.